Dataset: Reaction yield outcomes from USPTO patents with 853,638 reactions. Task: Predict the reaction yield, written as a fraction of the theoretical maximum amount of product (1.0 means a 100% yield; for example, 0.34 means a 34% yield). The reactants are [F:1][C:2]([F:26])([F:25])[CH:3]([C:16]1[CH:21]=[C:20]([Cl:22])[C:19]([Cl:23])=[C:18]([Cl:24])[CH:17]=1)/[CH:4]=[CH:5]/[C:6]1[CH:7]=[C:8]2[C:12](=[CH:13][CH:14]=1)[CH:11]([NH2:15])[CH2:10][CH2:9]2.[F:27][C:28]([F:34])([F:33])[CH2:29][C:30](O)=[O:31].CCN=C=NCCCN(C)C.Cl.C1C=CC2N(O)N=NC=2C=1.O.CCN(C(C)C)C(C)C. The catalyst is C(Cl)Cl. The product is [F:27][C:28]([F:34])([F:33])[CH2:29][C:30]([NH:15][CH:11]1[C:12]2[C:8](=[CH:7][C:6](/[CH:5]=[CH:4]/[CH:3]([C:16]3[CH:17]=[C:18]([Cl:24])[C:19]([Cl:23])=[C:20]([Cl:22])[CH:21]=3)[C:2]([F:1])([F:25])[F:26])=[CH:14][CH:13]=2)[CH2:9][CH2:10]1)=[O:31]. The yield is 0.650.